The task is: Predict the reactants needed to synthesize the given product.. This data is from Full USPTO retrosynthesis dataset with 1.9M reactions from patents (1976-2016). (1) Given the product [Cl:13][C:14]1[CH:19]=[CH:18][C:17]([CH2:20][CH2:21][CH:22]2[NH:12][CH2:11][CH2:10][N:5]3[C:4]([CH:1]4[CH2:3][CH2:2]4)=[N:8][C:7]([I:9])=[C:6]23)=[CH:16][C:15]=1[F:24], predict the reactants needed to synthesize it. The reactants are: [CH:1]1([C:4]2[N:5]([CH2:10][CH2:11][NH2:12])[CH:6]=[C:7]([I:9])[N:8]=2)[CH2:3][CH2:2]1.[Cl:13][C:14]1[CH:19]=[CH:18][C:17]([CH2:20][CH2:21][CH:22]=O)=[CH:16][C:15]=1[F:24]. (2) Given the product [Cl:35][C:36]1[CH:41]=[CH:40][C:39]([C:14]2[CH:15]=[C:10]([CH:5]([CH2:6][CH:7]([CH3:9])[CH3:8])[C:4]([OH:34])=[O:3])[CH:11]=[C:12]([C:24]3[CH:25]=[CH:26][C:27]([C:30]([F:31])([F:32])[F:33])=[CH:28][CH:29]=3)[CH:13]=2)=[CH:38][CH:37]=1, predict the reactants needed to synthesize it. The reactants are: C([O:3][C:4](=[O:34])[CH:5]([C:10]1[CH:11]=[C:12]([C:24]2[CH:29]=[CH:28][C:27]([C:30]([F:33])([F:32])[F:31])=[CH:26][CH:25]=2)[CH:13]=[C:14](OS(C(F)(F)F)(=O)=O)[CH:15]=1)[CH2:6][CH:7]([CH3:9])[CH3:8])C.[Cl:35][C:36]1[CH:41]=[CH:40][C:39](B(O)O)=[CH:38][CH:37]=1. (3) Given the product [Br:1][C:2]1[C:6]2[C:7]([NH2:13])=[N:8][CH:9]=[CH:10][C:5]=2[O:4][CH:3]=1, predict the reactants needed to synthesize it. The reactants are: [Br:1][C:2]1[C:6]2[C:7](Cl)=[N:8][CH:9]=[CH:10][C:5]=2[O:4][CH:3]=1.[OH-].[NH4+:13]. (4) Given the product [CH:1]1([CH:6]([CH3:12])[CH2:7][CH2:8][C:9](=[O:11])[CH3:13])[CH2:2][CH2:3][CH2:4][CH2:5]1, predict the reactants needed to synthesize it. The reactants are: [CH:1]1([CH:6]([CH3:12])[CH2:7][CH2:8][C:9]([OH:11])=O)[CH2:5][CH2:4][CH2:3][CH2:2]1.[CH3:13][Li].O.